This data is from Reaction yield outcomes from USPTO patents with 853,638 reactions. The task is: Predict the reaction yield, written as a fraction of the theoretical maximum amount of product (1.0 means a 100% yield; for example, 0.34 means a 34% yield). (1) The reactants are [CH3:1][S:2](Cl)(=[O:4])=[O:3].[CH2:6]([O:8][C:9]1[C:10]([CH2:37][N:38]2[CH2:43][CH2:42][CH2:41][CH2:40][CH2:39]2)=[C:11]2[C:16](=[C:17]3[CH2:21][C:20]([CH3:23])([CH3:22])[O:19][C:18]=13)[C:15]([C:24]1[CH:25]=[C:26]([NH:30][S:31]([CH3:34])(=[O:33])=[O:32])[CH:27]=[CH:28][CH:29]=1)=[N:14][C:13]([CH3:36])([CH3:35])[CH2:12]2)[CH3:7].C(N(CC)CC)C.C(=O)([O-])O.[Na+]. The catalyst is O1CCCC1. The product is [CH2:6]([O:8][C:9]1[C:10]([CH2:37][N:38]2[CH2:39][CH2:40][CH2:41][CH2:42][CH2:43]2)=[C:11]2[C:16](=[C:17]3[CH2:21][C:20]([CH3:22])([CH3:23])[O:19][C:18]=13)[C:15]([C:24]1[CH:25]=[C:26]([N:30]([S:31]([CH3:34])(=[O:32])=[O:33])[S:2]([CH3:1])(=[O:4])=[O:3])[CH:27]=[CH:28][CH:29]=1)=[N:14][C:13]([CH3:36])([CH3:35])[CH2:12]2)[CH3:7]. The yield is 0.610. (2) The reactants are [F:1][C:2]1[C:3]([NH:27][C:28]2[CH:33]=[CH:32][C:31]([I:34])=[CH:30][C:29]=2[F:35])=[C:4]([C:9]([N:11]2[CH2:14][C:13]([CH2:16][N:17]([CH2:25][CH3:26])C(=O)OC(C)(C)C)([F:15])[CH2:12]2)=[O:10])[CH:5]=[CH:6][C:7]=1[F:8].Cl. The catalyst is C(#N)C.O1CCOCC1. The product is [CH2:25]([NH:17][CH2:16][C:13]1([F:15])[CH2:14][N:11]([C:9]([C:4]2[C:3]([NH:27][C:28]3[CH:33]=[CH:32][C:31]([I:34])=[CH:30][C:29]=3[F:35])=[C:2]([F:1])[C:7]([F:8])=[CH:6][CH:5]=2)=[O:10])[CH2:12]1)[CH3:26]. The yield is 0.270. (3) The reactants are [CH3:1][O:2][C:3]1[CH:8]=[CH:7][C:6]([C:9]([NH:24][C:25]2[O:26][CH2:27][C:28]([F:41])([F:40])[C@:29]([C:32]3[C:37]([F:38])=[CH:36][CH:35]=[C:34](Br)[N:33]=3)([CH3:31])[N:30]=2)([C:16]2[CH:21]=[CH:20][C:19]([O:22][CH3:23])=[CH:18][CH:17]=2)[C:10]2[CH:15]=[CH:14][CH:13]=[CH:12][CH:11]=2)=[CH:5][CH:4]=1.[NH3:42].C(O)CO.CO. The catalyst is C(OCC)(=O)C. The product is [NH2:42][C:34]1[N:33]=[C:32]([C@:29]2([CH3:31])[C:28]([F:41])([F:40])[CH2:27][O:26][C:25]([NH:24][C:9]([C:16]3[CH:21]=[CH:20][C:19]([O:22][CH3:23])=[CH:18][CH:17]=3)([C:6]3[CH:7]=[CH:8][C:3]([O:2][CH3:1])=[CH:4][CH:5]=3)[C:10]3[CH:15]=[CH:14][CH:13]=[CH:12][CH:11]=3)=[N:30]2)[C:37]([F:38])=[CH:36][CH:35]=1. The yield is 0.250.